This data is from Forward reaction prediction with 1.9M reactions from USPTO patents (1976-2016). The task is: Predict the product of the given reaction. (1) Given the reactants [C:1](Cl)(=[O:5])[C:2](Cl)=[O:3].[Cl:7][C:8]1[CH:13]=[CH:12][C:11]([C:14]2[NH:15][C:16]3[C:21]([CH:22]=2)=[CH:20][CH:19]=[CH:18][CH:17]=3)=[CH:10][C:9]=1[S:23]([NH:26][CH2:27][CH2:28][C:29]1[CH:34]=[CH:33][CH:32]=[CH:31][C:30]=1[O:35][CH3:36])(=[O:25])=[O:24].[CH3:37][OH:38], predict the reaction product. The product is: [CH3:37][O:38][C:1](=[O:5])[C:2]([C:22]1[C:21]2[C:16](=[CH:17][CH:18]=[CH:19][CH:20]=2)[NH:15][C:14]=1[C:11]1[CH:12]=[CH:13][C:8]([Cl:7])=[C:9]([S:23](=[O:25])(=[O:24])[NH:26][CH2:27][CH2:28][C:29]2[CH:34]=[CH:33][CH:32]=[CH:31][C:30]=2[O:35][CH3:36])[CH:10]=1)=[O:3]. (2) Given the reactants [F:1][C:2]1[CH:7]=[CH:6][C:5]([O:8][C:9](=[O:25])[N:10]([C@@H:12]2[C@@H:16]([C:17]3[CH:22]=[CH:21][C:20]([Cl:23])=[C:19]([Cl:24])[CH:18]=3)[CH2:15][NH:14][CH2:13]2)[CH3:11])=[CH:4][CH:3]=1.[C:26]([N:29]1[CH2:34][CH2:33][CH:32]([C:35](O)=[O:36])[CH2:31][CH2:30]1)(=[O:28])[CH3:27], predict the reaction product. The product is: [F:1][C:2]1[CH:7]=[CH:6][C:5]([O:8][C:9](=[O:25])[N:10]([C@@H:12]2[C@@H:16]([C:17]3[CH:22]=[CH:21][C:20]([Cl:23])=[C:19]([Cl:24])[CH:18]=3)[CH2:15][N:14]([C:35]([CH:32]3[CH2:31][CH2:30][N:29]([C:26](=[O:28])[CH3:27])[CH2:34][CH2:33]3)=[O:36])[CH2:13]2)[CH3:11])=[CH:4][CH:3]=1.